This data is from Reaction yield outcomes from USPTO patents with 853,638 reactions. The task is: Predict the reaction yield, written as a fraction of the theoretical maximum amount of product (1.0 means a 100% yield; for example, 0.34 means a 34% yield). (1) The reactants are Cl.C(N=C=NCCCN(C)C)C.ON1C2C=CC=CC=2N=N1.[CH2:23]([C:27]1[N:28]([CH2:42][C:43]2[CH:48]=[CH:47][C:46]([C:49]3[CH:54]=[CH:53][CH:52]=[CH:51][C:50]=3[C:55]#[N:56])=[CH:45][CH:44]=2)[C:29]([C:39](O)=[O:40])=[C:30]([C:32]2[CH:37]=[CH:36][C:35]([F:38])=[CH:34][CH:33]=2)[N:31]=1)[CH2:24][CH2:25][CH3:26].[CH2:57]([NH:59][CH2:60][CH3:61])[CH3:58]. The yield is 0.840. The product is [CH2:23]([C:27]1[N:28]([CH2:42][C:43]2[CH:44]=[CH:45][C:46]([C:49]3[CH:54]=[CH:53][CH:52]=[CH:51][C:50]=3[C:55]#[N:56])=[CH:47][CH:48]=2)[C:29]([C:39]([N:59]([CH2:60][CH3:61])[CH2:57][CH3:58])=[O:40])=[C:30]([C:32]2[CH:33]=[CH:34][C:35]([F:38])=[CH:36][CH:37]=2)[N:31]=1)[CH2:24][CH2:25][CH3:26]. The catalyst is C(Cl)(Cl)Cl.C(Cl)(Cl)Cl.CO.ClCCl. (2) The reactants are [Br:1][C:2]1[CH:3]=[C:4]([N+:18]([O-])=O)[C:5]([C:8]2[CH:17]=[CH:16][CH:15]=[CH:14][C:9]=2[C:10]([O:12][CH3:13])=[O:11])=[N:6][CH:7]=1.C1(P(C2C=CC=CC=2)CCCP(C2C=CC=CC=2)C2C=CC=CC=2)C=CC=CC=1. The catalyst is ClC1C=CC=CC=1Cl. The product is [Br:1][C:2]1[CH:7]=[N:6][C:5]2[C:8]3[C:9]([C:10]([O:12][CH3:13])=[O:11])=[CH:14][CH:15]=[CH:16][C:17]=3[NH:18][C:4]=2[CH:3]=1. The yield is 0.240. (3) The catalyst is C(O)(C)C.O.C1(C)C=CC=CC=1.CO. The yield is 0.236. The reactants are C(=O)([O-])[O-].[K+].[K+].[CH3:7][O:8][C:9]1[C:14]([O:15][CH3:16])=[CH:13][CH:12]=[CH:11][C:10]=1[C@H:17]([CH:19]1[CH2:24][CH2:23][N:22]([CH2:25][CH2:26][C:27]2[CH:32]=[CH:31][C:30]([F:33])=[CH:29][CH:28]=2)[CH2:21][CH2:20]1)[OH:18].Cl.[OH-].[Na+]. The product is [CH3:7][O:8][C:9]1[C:14]([O:15][CH3:16])=[CH:13][CH:12]=[CH:11][C:10]=1[CH:17]([CH:19]1[CH2:20][CH2:21][N:22]([CH2:25][CH2:26][C:27]2[CH:32]=[CH:31][C:30]([F:33])=[CH:29][CH:28]=2)[CH2:23][CH2:24]1)[OH:18]. (4) The reactants are [NH2:1][C@:2]12[CH2:37][CH2:36][C@@H:35]([C:38]([CH3:40])=[CH2:39])[C@@H:3]1[C@@H:4]1[C@@:17]([CH3:20])([CH2:18][CH2:19]2)[C@@:16]2([CH3:21])[C@@H:7]([C@:8]3([CH3:34])[C@@H:13]([CH2:14][CH2:15]2)[C:12]([CH3:23])([CH3:22])[C:11]([C:24]2[CH:33]=[CH:32][C:27]([C:28]([O:30]C)=[O:29])=[CH:26][CH:25]=2)=[CH:10][CH2:9]3)[CH2:6][CH2:5]1.CN(C)CCC(N[C@]12CC[C@@H](C(C)=C)[C@@H]1[C@@H]1[C@@](C)(CC2)[C@@]2(C)[C@@H]([C@]3(C)[C@@H](CC2)C(C)(C)C(C2C=CC(C(O)=O)=CC=2)=CC3)CC1)=O.[N:87]1([CH2:92][C:93](O)=[O:94])[CH:91]=[CH:90][N:89]=[CH:88]1. No catalyst specified. The product is [N:87]1([CH2:92][C:93]([NH:1][C@:2]23[CH2:37][CH2:36][C@@H:35]([C:38]([CH3:40])=[CH2:39])[C@@H:3]2[C@@H:4]2[C@@:17]([CH3:20])([CH2:18][CH2:19]3)[C@@:16]3([CH3:21])[C@@H:7]([C@:8]4([CH3:34])[C@@H:13]([CH2:14][CH2:15]3)[C:12]([CH3:23])([CH3:22])[C:11]([C:24]3[CH:25]=[CH:26][C:27]([C:28]([OH:30])=[O:29])=[CH:32][CH:33]=3)=[CH:10][CH2:9]4)[CH2:6][CH2:5]2)=[O:94])[CH:91]=[CH:90][N:89]=[CH:88]1. The yield is 0.600. (5) The reactants are [O:1]=[C:2]1[C:7]([CH2:8][C:9]2[CH:14]=[CH:13][C:12]([C:15]3[C:16]([C:21]#[N:22])=[CH:17][CH:18]=[CH:19][CH:20]=3)=[CH:11][CH:10]=2)=[C:6]([CH2:23][CH2:24][CH3:25])[N:5]2[N:26]=[CH:27][N:28]=[C:4]2[NH:3]1.I[CH2:30][C:31]([CH3:34])([CH3:33])[CH3:32].C(=O)([O-])[O-].[Cs+].[Cs+].CN(C)C(=O)C. The catalyst is C(OCC)(=O)C. The product is [CH3:30][C:31]([CH3:34])([CH3:33])[CH2:32][N:3]1[C:2](=[O:1])[C:7]([CH2:8][C:9]2[CH:10]=[CH:11][C:12]([C:15]3[C:16]([C:21]#[N:22])=[CH:17][CH:18]=[CH:19][CH:20]=3)=[CH:13][CH:14]=2)=[C:6]([CH2:23][CH2:24][CH3:25])[N:5]2[N:26]=[CH:27][N:28]=[C:4]12. The yield is 0.670. (6) The reactants are C[O:2][C:3](=[O:34])[CH2:4][CH2:5][C:6]1[O:7][C:8]2[CH:14]=[C:13]([C:15]3[C:23]4[C:18](=[CH:19][C:20]([F:24])=[CH:21][CH:22]=4)[N:17](S(C4C=CC=CC=4)(=O)=O)[CH:16]=3)[CH:12]=[CH:11][C:9]=2[N:10]=1.[OH-].[Na+]. The catalyst is CCO. The product is [F:24][C:20]1[CH:19]=[C:18]2[C:23]([C:15]([C:13]3[CH:12]=[CH:11][C:9]4[N:10]=[C:6]([CH2:5][CH2:4][C:3]([OH:34])=[O:2])[O:7][C:8]=4[CH:14]=3)=[CH:16][NH:17]2)=[CH:22][CH:21]=1. The yield is 0.700.